Dataset: Forward reaction prediction with 1.9M reactions from USPTO patents (1976-2016). Task: Predict the product of the given reaction. (1) Given the reactants [Br:1][CH2:2][CH2:3][OH:4].[C:5]([Si:9](Cl)([CH3:11])[CH3:10])([CH3:8])([CH3:7])[CH3:6].N1C=CN=C1, predict the reaction product. The product is: [Br:1][CH2:2][CH2:3][O:4][Si:9]([C:5]([CH3:8])([CH3:7])[CH3:6])([CH3:11])[CH3:10]. (2) Given the reactants [NH2:1][CH:2]([C:7]1[CH:12]=[CH:11][CH:10]=[C:9]([O:13][CH2:14][C:15]2[CH:20]=[CH:19][CH:18]=[CH:17][CH:16]=2)[CH:8]=1)[C:3]([O:5][CH3:6])=[O:4].Cl[C:22]([O:24][CH2:25][C:26]1[CH:31]=[CH:30][CH:29]=[CH:28][CH:27]=1)=[O:23].[OH-].[Na+], predict the reaction product. The product is: [CH2:25]([O:24][C:22]([NH:1][CH:2]([C:7]1[CH:12]=[CH:11][CH:10]=[C:9]([O:13][CH2:14][C:15]2[CH:20]=[CH:19][CH:18]=[CH:17][CH:16]=2)[CH:8]=1)[C:3]([O:5][CH3:6])=[O:4])=[O:23])[C:26]1[CH:31]=[CH:30][CH:29]=[CH:28][CH:27]=1.